This data is from Forward reaction prediction with 1.9M reactions from USPTO patents (1976-2016). The task is: Predict the product of the given reaction. (1) Given the reactants [CH3:1][O:2][C:3]([C@@H:5]1[C@@H:11]([C:12]2[CH:17]=[CH:16][C:15]([O:18]CC3C=CC=CC=3)=[CH:14][CH:13]=2)[CH2:10][C@H:9]2[N:26]([C:27]([O:29][C:30]([CH3:33])([CH3:32])[CH3:31])=[O:28])[C@@H:6]1[CH2:7][CH2:8]2)=[O:4], predict the reaction product. The product is: [CH3:1][O:2][C:3]([C@@H:5]1[C@@H:11]([C:12]2[CH:13]=[CH:14][C:15]([OH:18])=[CH:16][CH:17]=2)[CH2:10][C@H:9]2[N:26]([C:27]([O:29][C:30]([CH3:33])([CH3:32])[CH3:31])=[O:28])[C@@H:6]1[CH2:7][CH2:8]2)=[O:4]. (2) Given the reactants [NH2:1][C:2]1[C:3]2[C:10]([C:11]3[CH:16]=[CH:15][C:14]([NH:17][C:18]([C:20]4[C:21](=[O:36])[N:22]([C:30]5[CH:35]=[CH:34][CH:33]=[CH:32][CH:31]=5)[C:23]5[C:28]([CH:29]=4)=[CH:27][N:26]=[CH:25][CH:24]=5)=[O:19])=[CH:13][CH:12]=3)=[CH:9][N:8]([CH3:37])[C:4]=2[N:5]=[CH:6][N:7]=1.ClC1C2C(I)=CN([CH2:49][C:50](C)([OH:52])[CH3:51])C=2N=CN=1.CC1(C)C(C)(C)OB(C2C=CC(N)=CC=2)O1, predict the reaction product. The product is: [NH2:1][C:2]1[C:3]2[C:10]([C:11]3[CH:16]=[CH:15][C:14]([NH:17][C:18]([C:20]4[C:21](=[O:36])[N:22]([C:30]5[CH:31]=[CH:32][CH:33]=[CH:34][CH:35]=5)[C:23]5[C:28]([CH:29]=4)=[CH:27][N:26]=[CH:25][CH:24]=5)=[O:19])=[CH:13][CH:12]=3)=[CH:9][N:8]([CH2:37][C:50]([OH:52])([CH3:51])[CH3:49])[C:4]=2[N:5]=[CH:6][N:7]=1. (3) Given the reactants [Cl:1][C:2]1[CH:3]=[C:4]2[C:8](=[C:9]([Cl:11])[CH:10]=1)[NH:7][C:6](=[O:12])[C:5]2([CH2:14][CH2:15][CH2:16][CH2:17]Cl)[CH3:13].[Cl:19][C:20]1[CH:25]=[CH:24][C:23]([N:26]2[CH2:31][CH2:30][NH:29][CH2:28][CH2:27]2)=[CH:22][CH:21]=1, predict the reaction product. The product is: [Cl:1][C:2]1[CH:3]=[C:4]2[C:8](=[C:9]([Cl:11])[CH:10]=1)[NH:7][C:6](=[O:12])[C:5]2([CH2:14][CH2:15][CH2:16][CH2:17][N:29]1[CH2:28][CH2:27][N:26]([C:23]2[CH:22]=[CH:21][C:20]([Cl:19])=[CH:25][CH:24]=2)[CH2:31][CH2:30]1)[CH3:13]. (4) The product is: [CH:12]([NH:11][C:9]1[S:10][C:4]2[CH:3]=[C:2]([C:44]([O:47][CH3:15])=[O:45])[N:7]=[CH:6][C:5]=2[N:8]=1)([CH3:14])[CH3:13]. Given the reactants Cl[C:2]1[N:7]=[CH:6][C:5]2[N:8]=[C:9]([NH:11][CH:12]([CH3:14])[CH3:13])[S:10][C:4]=2[CH:3]=1.[C:15]1(P(C2C=CC=CC=2)CCCP(C2C=CC=CC=2)C2C=CC=CC=2)C=CC=CC=1.[C:44]([O-:47])([O-])=[O:45].[K+].[K+], predict the reaction product. (5) Given the reactants [H-].[Na+].[C:3]([CH2:5][C:6]1[CH:11]=[C:10]([F:12])[C:9]([C:13]2[N:18]=[C:17]([C:19]([O:21][CH3:22])=[O:20])[CH:16]=[CH:15][C:14]=2[F:23])=[C:8]([F:24])[CH:7]=1)#[N:4].Br[CH2:26][CH2:27][O:28][CH2:29][CH2:30]Br, predict the reaction product. The product is: [C:3]([C:5]1([C:6]2[CH:11]=[C:10]([F:12])[C:9]([C:13]3[N:18]=[C:17]([C:19]([O:21][CH3:22])=[O:20])[CH:16]=[CH:15][C:14]=3[F:23])=[C:8]([F:24])[CH:7]=2)[CH2:30][CH2:29][O:28][CH2:27][CH2:26]1)#[N:4]. (6) Given the reactants [F:1][C:2]([F:38])([C:30]1[CH:35]=[CH:34][C:33]([CH2:36][F:37])=[CH:32][N:31]=1)[CH2:3][N:4]1[CH2:9][CH2:8][CH:7]([NH:10][C:11]2[C:12]3[CH:19]=[CH:18][N:17](S(C4C=CC(C)=CC=4)(=O)=O)[C:13]=3[N:14]=[CH:15][N:16]=2)[CH2:6][CH2:5]1.[OH-].[Na+], predict the reaction product. The product is: [F:38][C:2]([F:1])([C:30]1[CH:35]=[CH:34][C:33]([CH2:36][F:37])=[CH:32][N:31]=1)[CH2:3][N:4]1[CH2:9][CH2:8][CH:7]([NH:10][C:11]2[C:12]3[CH:19]=[CH:18][NH:17][C:13]=3[N:14]=[CH:15][N:16]=2)[CH2:6][CH2:5]1.